This data is from Forward reaction prediction with 1.9M reactions from USPTO patents (1976-2016). The task is: Predict the product of the given reaction. Given the reactants Cl[CH2:2][CH2:3][NH:4][S:5]([NH:8][C:9]1[CH:14]=[CH:13][C:12]([C:15]2[N:16]([CH2:28][CH3:29])[C:17]3[C:22]([C:23]=2[C:24]#[N:25])=[CH:21][CH:20]=[C:19]([O:26][CH3:27])[CH:18]=3)=[CH:11][CH:10]=1)(=[O:7])=[O:6].C(=O)([O-])[O-].[K+].[K+], predict the reaction product. The product is: [O:6]=[S:5]1(=[O:7])[NH:4][CH2:3][CH2:2][N:8]1[C:9]1[CH:14]=[CH:13][C:12]([C:15]2[N:16]([CH2:28][CH3:29])[C:17]3[C:22]([C:23]=2[C:24]#[N:25])=[CH:21][CH:20]=[C:19]([O:26][CH3:27])[CH:18]=3)=[CH:11][CH:10]=1.